This data is from Full USPTO retrosynthesis dataset with 1.9M reactions from patents (1976-2016). The task is: Predict the reactants needed to synthesize the given product. (1) Given the product [CH3:12][N:13]1[C:28](=[O:43])[C:29]2[C:15]([C:16]3[C:21](=[C:20]([CH2:22][CH2:23][OH:24])[CH2:19][C:18]4[C:46]=3[N:45]=[CH:47][CH:17]=4)[C:32]3[C:31]=2[C:39]2[CH2:38][C:37](=[O:4])[CH:36]=[CH:35][C:34]=2[N:33]=3)=[CH:14]1, predict the reactants needed to synthesize it. The reactants are: CC(C)([O-:4])C.[K+].C1COCC1.[CH3:12][N:13]1[C:21]2[C:16](=[CH:17][CH:18]=[CH:19][C:20]=2[CH2:22][C:23](N)=[O:24])[CH:15]=[CH:14]1.CO[C:28](=[O:43])[C:29]([C:31]1[C:39]2[C:34](=[C:35](CCO)[CH:36]=[CH:37][CH:38]=2)[NH:33][CH:32]=1)=O.C[N:45]([CH:47]=O)[CH3:46]. (2) Given the product [C:23]([C:3]1[N:4]=[CH:5][C:6]([NH:8][C@@H:9]2[CH2:14][CH2:13][CH2:12][CH2:11][C@@H:10]2[NH:15][C:16](=[O:22])[O:17][C:18]([CH3:19])([CH3:20])[CH3:21])=[N:7][C:2]=1[Cl:1])(=[O:26])[NH2:24], predict the reactants needed to synthesize it. The reactants are: [Cl:1][C:2]1[N:7]=[C:6]([NH:8][C@@H:9]2[CH2:14][CH2:13][CH2:12][CH2:11][C@@H:10]2[NH:15][C:16](=[O:22])[O:17][C:18]([CH3:21])([CH3:20])[CH3:19])[CH:5]=[N:4][C:3]=1[C:23]#[N:24].C([O-])([O-])=[O:26].[K+].[K+].OO.CCOC(C)=O. (3) Given the product [O:1]1[C:5]2[CH:6]=[CH:7][C:8]([C:10]3[CH:11]=[CH:12][C:13]([N:16]4[C:20]([CH2:21][C@@H:22]5[CH2:26][CH2:25][N:24]([C:27]([CH:29]6[CH2:30][CH2:31]6)=[O:28])[CH2:23]5)=[N:19][N:18]([CH2:42][CH2:41][O:40][CH3:39])[C:17]4=[O:32])=[CH:14][CH:15]=3)=[CH:9][C:4]=2[CH:3]=[CH:2]1, predict the reactants needed to synthesize it. The reactants are: [O:1]1[C:5]2[CH:6]=[CH:7][C:8]([C:10]3[CH:15]=[CH:14][C:13]([N:16]4[C:20]([CH2:21][C@@H:22]5[CH2:26][CH2:25][N:24]([C:27]([CH:29]6[CH2:31][CH2:30]6)=[O:28])[CH2:23]5)=[N:19][NH:18][C:17]4=[O:32])=[CH:12][CH:11]=3)=[CH:9][C:4]=2[CH:3]=[CH:2]1.C(=O)([O-])[O-].[K+].[K+].[CH3:39][O:40][CH2:41][CH2:42]Cl. (4) Given the product [CH2:9]([NH:16][C:17]1[CH:1]([C:2]2[CH:7]=[CH:6][CH:5]=[CH:4][CH:3]=2)[N:25]([C:24]2[CH:26]=[CH:27][C:28]([F:30])=[CH:29][C:23]=2[F:22])[C:19](=[O:18])[N:20]=1)[C:10]1[CH:15]=[CH:14][CH:13]=[CH:12][CH:11]=1, predict the reactants needed to synthesize it. The reactants are: [CH:1](=O)[C:2]1[CH:7]=[CH:6][CH:5]=[CH:4][CH:3]=1.[CH2:9]([N+:16]#[C-:17])[C:10]1[CH:15]=[CH:14][CH:13]=[CH:12][CH:11]=1.[O-:18][C:19]#[N:20].[K+].[F:22][C:23]1[CH:29]=[C:28]([F:30])[CH:27]=[CH:26][C:24]=1[NH2:25].Cl.[NH+]1C=CC=CC=1. (5) The reactants are: [F:1][C:2]1([F:21])[CH2:6][N:5]([C:7]([O:9][CH2:10][C:11]2[CH:16]=[CH:15][CH:14]=[CH:13][CH:12]=2)=[O:8])[C@H:4]([C:17]([O:19]C)=[O:18])[CH2:3]1.[OH-].[Na+]. Given the product [CH2:10]([O:9][C:7]([N:5]1[CH2:6][C:2]([F:21])([F:1])[CH2:3][C@H:4]1[C:17]([OH:19])=[O:18])=[O:8])[C:11]1[CH:12]=[CH:13][CH:14]=[CH:15][CH:16]=1, predict the reactants needed to synthesize it.